The task is: Predict the product of the given reaction.. This data is from Forward reaction prediction with 1.9M reactions from USPTO patents (1976-2016). (1) Given the reactants [NH2:1][C:2]1[C:7]([C:8]([NH2:10])=[O:9])=[C:6]([N:11]2[CH2:16][CH2:15][CH:14]([C:17]3[N:18]([CH3:33])[CH:19]=[C:20]([C:22]4[CH:27]=[CH:26][C:25]([F:28])=[C:24]([C:29](F)(F)F)[CH:23]=4)[N:21]=3)[CH2:13][CH2:12]2)[N:5]=[CH:4][N:3]=1.NC1C(C#N)=C(N2CCC(C3N(C[CH2:63][OH:64])C=C(C4C=CC(F)=C(C)C=4)N=3)CC2)N=CN=1, predict the reaction product. The product is: [NH2:1][C:2]1[C:7]([C:8]([NH2:10])=[O:9])=[C:6]([N:11]2[CH2:16][CH2:15][CH:14]([C:17]3[N:18]([CH2:33][CH2:63][OH:64])[CH:19]=[C:20]([C:22]4[CH:27]=[CH:26][C:25]([F:28])=[C:24]([CH3:29])[CH:23]=4)[N:21]=3)[CH2:13][CH2:12]2)[N:5]=[CH:4][N:3]=1. (2) Given the reactants [Cl:1][C:2]1[CH:21]=[CH:20][C:19]([O:22][CH2:23][CH2:24]Cl)=[CH:18][C:3]=1[C:4]([NH:6][CH2:7][C:8]12[CH2:17][CH:12]3[CH2:13][CH:14]([CH2:16][CH:10]([CH2:11]3)[CH2:9]1)[CH2:15]2)=[O:5].[NH2:26][CH2:27][C@@H:28]([OH:30])[CH3:29], predict the reaction product. The product is: [ClH:1].[Cl:1][C:2]1[CH:21]=[CH:20][C:19]([O:22][CH2:23][CH2:24][NH:26][CH2:27][C@@H:28]([OH:30])[CH3:29])=[CH:18][C:3]=1[C:4]([NH:6][CH2:7][C:8]12[CH2:17][CH:12]3[CH2:11][CH:10]([CH2:16][CH:14]([CH2:13]3)[CH2:15]1)[CH2:9]2)=[O:5]. (3) Given the reactants [CH:1]1([C:4]2[CH:34]=[CH:33][C:7]([O:8][C:9](=[CH:31][CH3:32])[C:10]([NH:12][C:13]3[CH:18]=[CH:17][C:16]([O:19][CH2:20][CH2:21][O:22][CH:23]4[CH2:28][CH2:27][CH2:26][CH2:25][O:24]4)=[C:15]([CH2:29][CH3:30])[CH:14]=3)=[O:11])=[CH:6][CH:5]=2)[CH2:3][CH2:2]1.[H-].[Na+].Br[CH2:38][CH:39]=[CH2:40], predict the reaction product. The product is: [CH2:40]([N:12]([C:13]1[CH:18]=[CH:17][C:16]([O:19][CH2:20][CH2:21][O:22][CH:23]2[CH2:28][CH2:27][CH2:26][CH2:25][O:24]2)=[C:15]([CH2:29][CH3:30])[CH:14]=1)[C:10](=[O:11])[C:9]([O:8][C:7]1[CH:33]=[CH:34][C:4]([CH:1]2[CH2:3][CH2:2]2)=[CH:5][CH:6]=1)=[CH:31][CH3:32])[CH:39]=[CH2:38]. (4) Given the reactants [N:1]1([CH2:7][C:8]([O:10]CC)=[O:9])[CH2:6][CH2:5][CH2:4][CH2:3][CH2:2]1, predict the reaction product. The product is: [N:1]1([CH2:7][C:8]([OH:10])=[O:9])[CH2:6][CH2:5][CH2:4][CH2:3][CH2:2]1. (5) Given the reactants [CH3:1][C:2]1[C:7]([C:8]([OH:10])=[O:9])=[C:6]([CH3:11])[N:5]=[CH:4][N:3]=1.N[CH2:13][C:14]1C=C(C=CC=1)CN(CC1NC2C=CC=CC=2N=1)C1C2N=CC=CC=2CCC1.C1C=CC2N(O)N=NC=2C=1.CN1CCOCC1.CCN=C=NCCCN(C)C, predict the reaction product. The product is: [CH2:13]([O:9][C:8]([C:7]1[C:2]([CH3:1])=[N:3][CH:4]=[N:5][C:6]=1[CH3:11])=[O:10])[CH3:14]. (6) Given the reactants [NH:1]([C:10]([O:12][C:13]([CH3:16])([CH3:15])[CH3:14])=[O:11])[C@H:2]([C:7]([OH:9])=O)[CH2:3][CH:4]([CH3:6])[CH3:5].F[B-](F)(F)F.[N:22]1([O:31][C:32](N(C)C)=[N+](C)C)[C:26]2C=CC=CC=2N=N1.C1C=CC2N(O)N=NC=2C=1.CCN(C(C)C)C(C)C.Cl.CONC, predict the reaction product. The product is: [NH:1]([C:10]([O:12][C:13]([CH3:16])([CH3:15])[CH3:14])=[O:11])[C@H:2]([C:7]([N:22]([CH3:26])[O:31][CH3:32])=[O:9])[CH2:3][CH:4]([CH3:5])[CH3:6]. (7) Given the reactants [SH:1][C:2]1[C:3]([C:8]#[N:9])=[N:4][CH:5]=[CH:6][N:7]=1.[Br:10]Br, predict the reaction product. The product is: [Br:10][C:8]1[C:3]2[C:2](=[N:7][CH:6]=[CH:5][N:4]=2)[S:1][N:9]=1. (8) The product is: [C:15]([N:1]1[CH:5]=[CH:4][N:3]=[C:2]1[CH:6]=[O:7])([C:16]1[CH:21]=[CH:20][CH:19]=[CH:18][CH:17]=1)([C:28]1[CH:29]=[CH:30][CH:31]=[CH:32][CH:33]=1)[C:22]1[CH:23]=[CH:24][CH:25]=[CH:26][CH:27]=1. Given the reactants [NH:1]1[CH:5]=[CH:4][N:3]=[C:2]1[CH:6]=[O:7].C(N(CC)CC)C.[C:15](Br)([C:28]1[CH:33]=[CH:32][CH:31]=[CH:30][CH:29]=1)([C:22]1[CH:27]=[CH:26][CH:25]=[CH:24][CH:23]=1)[C:16]1[CH:21]=[CH:20][CH:19]=[CH:18][CH:17]=1.O, predict the reaction product. (9) The product is: [F:1][C:2]1[CH:3]=[C:4]([CH:15]=[CH:16][CH:17]=1)[CH2:5][O:6][C:7]1[CH:14]=[CH:13][C:10]([CH2:11][NH:19][C@@H:20]([CH3:21])[C:22]([NH2:24])=[O:23])=[CH:9][CH:8]=1. Given the reactants [F:1][C:2]1[CH:3]=[C:4]([CH:15]=[CH:16][CH:17]=1)[CH2:5][O:6][C:7]1[CH:14]=[CH:13][C:10]([CH:11]=O)=[CH:9][CH:8]=1.Cl.[NH2:19][C@H:20]([C:22]([NH2:24])=[O:23])[CH3:21].[BH3-]C#N.[Na+], predict the reaction product.